From a dataset of Catalyst prediction with 721,799 reactions and 888 catalyst types from USPTO. Predict which catalyst facilitates the given reaction. (1) Reactant: [CH:1]1([N:4]2[CH2:9][CH2:8][C:7](=[O:10])[CH2:6][CH2:5]2)[CH2:3][CH2:2]1.[BH4-].[Na+]. Product: [CH:1]1([N:4]2[CH2:9][CH2:8][CH:7]([OH:10])[CH2:6][CH2:5]2)[CH2:3][CH2:2]1. The catalyst class is: 14. (2) Reactant: [N:1]([C:4]1([CH2:20][C:21](OCC)=[O:22])[C:17]2[CH:16]=[C:15]([Cl:18])[N:14]=[CH:13][C:12]=2[O:11][C:10]2[C:5]1=[CH:6][C:7]([Br:19])=[CH:8][CH:9]=2)=[N+]=[N-].[H-].[H-].[H-].[H-].[Li+].[Al+3]. Product: [NH2:1][C:4]1([CH2:20][CH2:21][OH:22])[C:17]2[CH:16]=[C:15]([Cl:18])[N:14]=[CH:13][C:12]=2[O:11][C:10]2[C:5]1=[CH:6][C:7]([Br:19])=[CH:8][CH:9]=2. The catalyst class is: 1.